From a dataset of Full USPTO retrosynthesis dataset with 1.9M reactions from patents (1976-2016). Predict the reactants needed to synthesize the given product. (1) The reactants are: [NH:1]([C:3]1[CH:8]=[CH:7][CH:6]=[CH:5][N:4]=1)N.[C:9]1([CH3:15])[CH:14]=CC=[CH:11][CH:10]=1.CC(C)C(=O)C. Given the product [CH3:11][C:10]1[C:9]([CH3:15])([CH3:14])[C:8]2[C:3]([N:1]=1)=[N:4][CH:5]=[CH:6][CH:7]=2, predict the reactants needed to synthesize it. (2) Given the product [F:29][C:26]1[CH:25]=[C:24]([F:30])[CH:23]=[CH:28][C:27]=1[C:2]1[CH:3]=[CH:4][C:5]([O:10][C:11]([F:14])([F:13])[F:12])=[C:6]([CH:7]=[O:8])[CH:9]=1, predict the reactants needed to synthesize it. The reactants are: Br[C:2]1[CH:3]=[CH:4][C:5]([O:10][C:11]([F:14])([F:13])[F:12])=[C:6]([CH:9]=1)[CH:7]=[O:8].CC1(C)C(C)(C)OB([C:23]2[CH:28]=[CH:27][C:26]([F:29])=[CH:25][C:24]=2[F:30])O1. (3) Given the product [N:18]1([CH2:17][CH2:16][O:15][C:12]2[CH:11]=[CH:10][C:9]([NH:8][C:5]3[N:4]=[C:3]([NH:23][C:25]4[CH:33]=[CH:32][C:31]([F:34])=[C:30]5[C:26]=4[CH:27]=[CH:28][NH:29]5)[C:2]([CH3:1])=[CH:7][N:6]=3)=[CH:14][CH:13]=2)[CH2:22][CH2:21][CH2:20][CH2:19]1, predict the reactants needed to synthesize it. The reactants are: [CH3:1][C:2]1[C:3]([NH2:23])=[N:4][C:5]([NH:8][C:9]2[CH:14]=[CH:13][C:12]([O:15][CH2:16][CH2:17][N:18]3[CH2:22][CH2:21][CH2:20][CH2:19]3)=[CH:11][CH:10]=2)=[N:6][CH:7]=1.Br[C:25]1[CH:33]=[CH:32][C:31]([F:34])=[C:30]2[C:26]=1[CH:27]=[CH:28][NH:29]2.CC1(C)C2C(=C(P(C3C=CC=CC=3)C3C=CC=CC=3)C=CC=2)OC2C(P(C3C=CC=CC=3)C3C=CC=CC=3)=CC=CC1=2.C(=O)([O-])[O-].[Cs+].[Cs+]. (4) The reactants are: [CH2:1]([O:3][C:4]([C:6]1[CH:7]=[C:8]2[C:13](=[CH:14][CH:15]=1)[N:12]=[CH:11][C:10]([S:16]([CH3:19])(=[O:18])=[O:17])=[C:9]2Cl)=[O:5])[CH3:2].[O-:21][CH2:22][CH3:23].[Na+]. Given the product [CH2:1]([O:3][C:4]([C:6]1[CH:7]=[C:8]2[C:13](=[CH:14][CH:15]=1)[N:12]=[CH:11][C:10]([S:16]([CH3:19])(=[O:18])=[O:17])=[C:9]2[O:21][CH2:22][CH3:23])=[O:5])[CH3:2], predict the reactants needed to synthesize it. (5) Given the product [Cl:9][C:6]1[N:5]=[C:4]([CH2:10][CH3:11])[N:3]=[C:2]([NH:17][CH:12]2[CH2:16][CH2:15][CH2:14][CH2:13]2)[C:7]=1[I:8], predict the reactants needed to synthesize it. The reactants are: Cl[C:2]1[C:7]([I:8])=[C:6]([Cl:9])[N:5]=[C:4]([CH2:10][CH3:11])[N:3]=1.[CH:12]1([NH2:17])[CH2:16][CH2:15][CH2:14][CH2:13]1. (6) Given the product [CH2:1]([O:3][CH:4]1[CH2:5][CH2:6][CH:7]([C:10]2[CH:15]=[CH:14][C:13]([CH:16]3[CH2:17][CH2:18][CH:19]([CH:22]4[CH2:31][CH2:30][C:25]5([O:26][CH2:27][CH2:28][O:29]5)[CH2:24][CH2:23]4)[CH2:20][CH2:21]3)=[C:12]([F:32])[CH:11]=2)[CH2:8][CH2:9]1)[CH3:2], predict the reactants needed to synthesize it. The reactants are: [CH2:1]([O:3][CH:4]1[CH2:9][CH2:8][CH:7]([C:10]2[CH:15]=[CH:14][C:13]([C:16]3[CH2:21][CH2:20][CH:19]([CH:22]4[CH2:31][CH2:30][C:25]5([O:29][CH2:28][CH2:27][O:26]5)[CH2:24][CH2:23]4)[CH2:18][CH:17]=3)=[C:12]([F:32])[CH:11]=2)[CH2:6][CH2:5]1)[CH3:2].C(=O)([O-])[O-].[K+].[K+].[H][H]. (7) Given the product [C:1]([O:4][C@@H:5]1[C@@H:18]([O:19][C:20](=[O:22])[CH3:21])[C@H:17]([O:23][C:24](=[O:26])[CH3:25])[CH2:16][S:15][C@H:6]1[O:7][C:8]1[CH:9]=[N:10][CH:11]=[C:12]([S:37]([C:31]2[CH:36]=[CH:35][CH:34]=[CH:33][CH:32]=2)(=[O:39])=[O:38])[CH:13]=1)(=[O:3])[CH3:2], predict the reactants needed to synthesize it. The reactants are: [C:1]([O:4][C@@H:5]1[C@@H:18]([O:19][C:20](=[O:22])[CH3:21])[C@H:17]([O:23][C:24](=[O:26])[CH3:25])[CH2:16][S:15][C@H:6]1[O:7][C:8]1[CH:9]=[N:10][CH:11]=[C:12](I)[CH:13]=1)(=[O:3])[CH3:2].CS(C)=O.[C:31]1([S:37]([O-:39])=[O:38])[CH:36]=[CH:35][CH:34]=[CH:33][CH:32]=1.CNCCNC. (8) Given the product [OH:25][C:2]1([CH3:1])[C:3](=[O:18])[CH2:4][CH:5]([C:9]2[CH:14]=[CH:13][N:12]=[CH:11][C:10]=2[N+:15]([O-:17])=[O:16])[O:6][CH:7]1[CH3:8], predict the reactants needed to synthesize it. The reactants are: [CH3:1][C:2]1[CH:7]([CH3:8])[O:6][CH:5]([C:9]2[CH:14]=[CH:13][N:12]=[CH:11][C:10]=2[N+:15]([O-:17])=[O:16])[CH2:4][C:3]=1[O:18][Si](C)(C)C.CC1(C)O[O:25]1.C1CCCCC=1.Cl.[OH-].[Na+]. (9) Given the product [CH:1]1([N:5]2[CH2:6][CH2:7][N:8]([C:11]([C:13]3[CH:14]=[C:15]4[C:19](=[CH:20][CH:21]=3)[N:18]([C:40]3[CH:39]=[CH:38][CH:37]=[C:36]([S:33]([CH3:32])(=[O:35])=[O:34])[CH:41]=3)[C:17]([C:22]([N:24]3[CH2:29][CH2:28][S:27](=[O:30])(=[O:31])[CH2:26][CH2:25]3)=[O:23])=[CH:16]4)=[O:12])[CH2:9][CH2:10]2)[CH2:2][CH2:3][CH2:4]1, predict the reactants needed to synthesize it. The reactants are: [CH:1]1([N:5]2[CH2:10][CH2:9][N:8]([C:11]([C:13]3[CH:14]=[C:15]4[C:19](=[CH:20][CH:21]=3)[NH:18][C:17]([C:22]([N:24]3[CH2:29][CH2:28][S:27](=[O:31])(=[O:30])[CH2:26][CH2:25]3)=[O:23])=[CH:16]4)=[O:12])[CH2:7][CH2:6]2)[CH2:4][CH2:3][CH2:2]1.[CH3:32][S:33]([C:36]1[CH:37]=[C:38](B(O)O)[CH:39]=[CH:40][CH:41]=1)(=[O:35])=[O:34].N1C=CC=CC=1. (10) Given the product [ClH:21].[Br:1][C:2]1[CH:3]=[CH:4][C:5]2[N:6]([N:8]=[C:9]([NH:11][C:13](=[O:20])[C:14]3[CH:19]=[CH:18][CH:17]=[N:16][CH:15]=3)[N:10]=2)[CH:7]=1, predict the reactants needed to synthesize it. The reactants are: [Br:1][C:2]1[CH:3]=[CH:4][C:5]2[N:6]([N:8]=[C:9]([NH2:11])[N:10]=2)[CH:7]=1.Cl.[C:13]([Cl:21])(=[O:20])[C:14]1[CH:19]=[CH:18][CH:17]=[N:16][CH:15]=1.Cl.